Dataset: Full USPTO retrosynthesis dataset with 1.9M reactions from patents (1976-2016). Task: Predict the reactants needed to synthesize the given product. (1) Given the product [CH3:19][NH:18][C:6]1[N:1]=[C:2]([O:7][CH2:8][C:16]2[CH:15]=[CH:11][C:10]([C:9]([NH:50][CH:48]3[CH2:47][C:46]([CH3:52])([CH3:51])[NH:45][C:44]([CH3:53])([CH3:43])[CH2:49]3)=[O:38])=[CH:32][CH:31]=2)[CH:3]=[CH:4][CH:5]=1, predict the reactants needed to synthesize it. The reactants are: [N:1]1[CH:6]=[CH:5][CH:4]=[CH:3][C:2]=1[O:7][C:8]1[CH:16]=[CH:15][C:11](C(O)=O)=[CH:10][CH:9]=1.O[N:18]1C(=O)CC[C:19]1=O.CCN=C=NC[CH2:31][CH2:32]N(C)C.Cl.C([O-])([O-])=[O:38].[Na+].[Na+].[CH3:43][C:44]1([CH3:53])[CH2:49][CH:48]([NH2:50])[CH2:47][C:46]([CH3:52])([CH3:51])[NH:45]1. (2) Given the product [OH:15][CH2:14][C@H:10]1[CH2:11][CH2:12][CH2:13][C@@H:9]1[NH:8][C:6](=[O:7])[O:5][C:1]([CH3:3])([CH3:2])[CH3:4], predict the reactants needed to synthesize it. The reactants are: [C:1]([O:5][C:6]([NH:8][C@H:9]1[CH2:13][CH2:12][CH2:11][C@@H:10]1[C:14](O)=[O:15])=[O:7])([CH3:4])([CH3:3])[CH3:2].B.C1COCC1.